From a dataset of Reaction yield outcomes from USPTO patents with 853,638 reactions. Predict the reaction yield, written as a fraction of the theoretical maximum amount of product (1.0 means a 100% yield; for example, 0.34 means a 34% yield). (1) The reactants are [C:1]([C:3]1[CH:8]=[CH:7][C:6]([OH:9])=[CH:5][CH:4]=1)#[N:2].C([O-])([O-])=O.[K+].[K+].[Br:16][CH2:17][CH2:18]Br. The catalyst is CC#N. The product is [Br:16][CH2:17][CH2:18][O:9][C:6]1[CH:7]=[CH:8][C:3]([C:1]#[N:2])=[CH:4][CH:5]=1. The yield is 0.450. (2) The reactants are [CH2:1]([OH:6])/[CH:2]=[CH:3]\[CH2:4]O. The catalyst is O1CCCC1. The product is [OH:6][CH2:1][CH:2]=[CH:3][CH2:4][CH2:1][CH2:2][CH2:3][CH2:4][CH2:4][CH2:3][CH2:2][CH:1]=[O:6]. The yield is 0.800. (3) The reactants are [CH3:1][C:2]1[N:3]=[CH:4][N:5]([C:7]2[CH:12]=[CH:11][N:10]=[C:9]([NH2:13])[C:8]=2[N+:14]([O-])=O)[CH:6]=1.C(Cl)Cl. The catalyst is CO.[Pd]. The product is [CH3:1][C:2]1[N:3]=[CH:4][N:5]([C:7]2[CH:12]=[CH:11][N:10]=[C:9]([NH2:13])[C:8]=2[NH2:14])[CH:6]=1. The yield is 0.964. (4) The reactants are [NH:1]1[CH:5]=[C:4]([C:6]2[C:7]([C:12]3[CH:17]=[CH:16][CH:15]=[CH:14][CH:13]=3)=[N:8][O:9][C:10]=2[CH3:11])[N:3]=[CH:2]1.F[C:19]1[CH:24]=[CH:23][C:22]([C:25]([F:28])([F:27])[F:26])=[CH:21][CH:20]=1. No catalyst specified. The product is [CH3:11][C:10]1[O:9][N:8]=[C:7]([C:12]2[CH:13]=[CH:14][CH:15]=[CH:16][CH:17]=2)[C:6]=1[C:4]1[N:3]=[CH:2][N:1]([C:19]2[CH:24]=[CH:23][C:22]([C:25]([F:28])([F:27])[F:26])=[CH:21][CH:20]=2)[CH:5]=1. The yield is 0.240. (5) The reactants are Cl[C:2]1[N:7]=[C:6]([C:8]([F:11])([F:10])[F:9])[CH:5]=[CH:4][N:3]=1.Cl.[C@H:13]12[CH2:19][C@H:16]([NH:17][CH2:18]1)[CH2:15][N:14]2[C:20]([C@@:22]1([CH2:36][CH:37]([F:39])[F:38])[CH2:26][CH2:25][C@@H:24]([NH:27][C@@H:28]2[C@H:33]([O:34][CH3:35])[CH2:32][O:31][CH2:30][CH2:29]2)[CH2:23]1)=[O:21].C(N(CC)CC)C. The catalyst is CS(C)=O.O1CCOCC1. The product is [F:39][CH:37]([F:38])[CH2:36][C@:22]1([C:20]([N:14]2[CH2:15][C@@H:16]3[CH2:19][C@H:13]2[CH2:18][N:17]3[C:2]2[N:7]=[C:6]([C:8]([F:11])([F:10])[F:9])[CH:5]=[CH:4][N:3]=2)=[O:21])[CH2:26][CH2:25][C@@H:24]([NH:27][C@@H:28]2[C@H:33]([O:34][CH3:35])[CH2:32][O:31][CH2:30][CH2:29]2)[CH2:23]1. The yield is 0.580. (6) The reactants are [NH:1]1[CH2:4][CH:3]([C:5]([N:7]2[CH2:11][CH2:10][CH2:9][CH2:8]2)=[O:6])[CH2:2]1.[F:12][C:13]1[CH:21]=[CH:20][C:19]([CH:22]=[O:23])=[CH:18][C:14]=1[C:15](O)=[O:16].F[P-](F)(F)(F)(F)F.N1(OC(N(C)C)=[N+](C)C)C2C=CC=CC=2N=N1.C(N(CC)C(C)C)(C)C. No catalyst specified. The product is [F:12][C:13]1[CH:21]=[CH:20][C:19]([CH:22]=[O:23])=[CH:18][C:14]=1[C:15]([N:1]1[CH2:2][CH:3]([C:5]([N:7]2[CH2:8][CH2:9][CH2:10][CH2:11]2)=[O:6])[CH2:4]1)=[O:16]. The yield is 0.620. (7) The reactants are [CH3:1][O:2][C:3]1[CH:8]=[CH:7][C:6]([O:9][CH3:10])=[CH:5][C:4]=1[CH2:11][C:12]([NH:14][C:15]1[CH:56]=[CH:55][C:18]([C:19]([N:21]([CH2:47][C:48]([O:50]C(C)(C)C)=[O:49])[CH2:22][C:23]2[CH:28]=[CH:27][C:26]([C:29]3[O:33][N:32]=[C:31]([C:34]4[CH:39]=[CH:38][C:37]([C:40]5[CH:45]=[CH:44][C:43]([CH3:46])=[CH:42][CH:41]=5)=[CH:36][CH:35]=4)[N:30]=3)=[CH:25][CH:24]=2)=[O:20])=[CH:17][CH:16]=1)=[O:13].CO.[Li+].[OH-]. The catalyst is C1COCC1. The product is [CH3:1][O:2][C:3]1[CH:8]=[CH:7][C:6]([O:9][CH3:10])=[CH:5][C:4]=1[CH2:11][C:12]([NH:14][C:15]1[CH:56]=[CH:55][C:18]([C:19]([N:21]([CH2:47][C:48]([OH:50])=[O:49])[CH2:22][C:23]2[CH:28]=[CH:27][C:26]([C:29]3[O:33][N:32]=[C:31]([C:34]4[CH:39]=[CH:38][C:37]([C:40]5[CH:41]=[CH:42][C:43]([CH3:46])=[CH:44][CH:45]=5)=[CH:36][CH:35]=4)[N:30]=3)=[CH:25][CH:24]=2)=[O:20])=[CH:17][CH:16]=1)=[O:13]. The yield is 0.710. (8) The reactants are [F:1][CH2:2][CH2:3][N:4]1[CH2:9][CH2:8][N:7]([C:10]2[CH:15]=[C:14]([C:16]([F:19])([F:18])[F:17])[CH:13]=[C:12]([N+:20]([O-])=O)[CH:11]=2)[CH2:6][CH2:5]1. The catalyst is CO.[Pd]. The product is [F:1][CH2:2][CH2:3][N:4]1[CH2:9][CH2:8][N:7]([C:10]2[CH:11]=[C:12]([CH:13]=[C:14]([C:16]([F:19])([F:18])[F:17])[CH:15]=2)[NH2:20])[CH2:6][CH2:5]1. The yield is 0.840.